From a dataset of Reaction yield outcomes from USPTO patents with 853,638 reactions. Predict the reaction yield, written as a fraction of the theoretical maximum amount of product (1.0 means a 100% yield; for example, 0.34 means a 34% yield). (1) The reactants are [CH2:1]([O:3][C:4]([C:6]1[N+:10]([CH3:12])(C)[NH:9][C:8](=[O:13])[CH:7]=1)=[O:5])[CH3:2].CI.[C:16](=O)([O-])[O-].[K+].[K+]. No catalyst specified. The product is [CH2:1]([O:3][C:4]([C:6]1[N:10]([CH3:12])[N:9]=[C:8]([O:13][CH3:16])[CH:7]=1)=[O:5])[CH3:2]. The yield is 0.480. (2) The reactants are [OH:1][C:2]1[CH:3]=[C:4]([C@H:8]2[CH2:10][C@@H:9]2[C:11]([NH:13][C@@H:14]([C:16]2[CH:21]=[CH:20][C:19]([O:22][CH2:23][C:24]([F:27])([F:26])[F:25])=[CH:18][N:17]=2)[CH3:15])=[O:12])[CH:5]=[CH:6][CH:7]=1.Cl[CH2:29][C:30]1([CH3:34])[CH2:33][O:32][CH2:31]1.C(=O)([O-])[O-].[K+].[K+].O. The catalyst is CN(C=O)C. The product is [CH3:29][C:30]1([CH2:34][O:1][C:2]2[CH:3]=[C:4]([C@H:8]3[CH2:10][C@@H:9]3[C:11]([NH:13][C@@H:14]([C:16]3[CH:21]=[CH:20][C:19]([O:22][CH2:23][C:24]([F:27])([F:25])[F:26])=[CH:18][N:17]=3)[CH3:15])=[O:12])[CH:5]=[CH:6][CH:7]=2)[CH2:33][O:32][CH2:31]1. The yield is 0.490. (3) The reactants are C(C1C=C(OC)C=C(C(C)(C)C)C=1[C:17]1[CH:25]=[C:24]([N:26]([C:35]2[CH:40]=[CH:39][CH:38]=[CH:37][CH:36]=2)[CH:27]2[CH2:32][CH2:31][N:30]([CH3:33])[CH2:29][CH:28]2[CH3:34])[CH:23]=[CH:22][C:18]=1[C:19]([O-])=[O:20])(C)(C)C.C[O-].[Na+].CO.CN([P+](ON1N=[N:64][C:59]2[CH:60]=CC=CC1=2)(N(C)C)N(C)C)C.F[P-](F)(F)(F)(F)F.[C:73]1(C)C=CC=C[CH:74]=1. The catalyst is CN1C(=O)CCC1.C1COCC1.C(N(CC)CC)C.C(NCC)C.O. The product is [CH3:33][N:30]1[CH2:31][CH2:32][CH:27]([N:26]([C:35]2[CH:40]=[CH:39][CH:38]=[CH:37][CH:36]=2)[C:24]2[CH:23]=[CH:22][C:18]([C:19]([N:64]([CH2:59][CH3:60])[CH2:73][CH3:74])=[O:20])=[CH:17][CH:25]=2)[CH:28]([CH3:34])[CH2:29]1. The yield is 0.590. (4) The catalyst is O1CCOCC1.C(OCC)(=O)C.O.Cl[Pd]Cl.C1(P(C2C=CC=CC=2)[C-]2C=CC=C2)C=CC=CC=1.[C-]1(P(C2C=CC=CC=2)C2C=CC=CC=2)C=CC=C1.[Fe+2]. The product is [CH3:24][C:25]1([CH3:41])[C:29]([CH3:31])([CH3:30])[O:28][B:27]([C:12]2[CH:21]=[C:20]3[C:15]([CH:16]=[CH:17][CH:18]=[N:19]3)=[CH:14][CH:13]=2)[O:26]1. The yield is 0.813. The reactants are C([O-])(=O)C.[K+].FC(F)(F)S(O[C:12]1[CH:21]=[C:20]2[C:15]([CH:16]=[CH:17][CH:18]=[N:19]2)=[CH:14][CH:13]=1)(=O)=O.[CH3:24][C:25]1([CH3:41])[C:29]([CH3:31])([CH3:30])[O:28][B:27]([B:27]2[O:28][C:29]([CH3:31])([CH3:30])[C:25]([CH3:41])([CH3:24])[O:26]2)[O:26]1. (5) The reactants are C[O:2][C:3]([C:5]1[CH:6]=[C:7]([NH:11][C:12]2[N:17]=[C:16]([NH:18][C:19]3[CH:24]=[CH:23][CH:22]=[C:21]([C:25]([O:27]C)=[O:26])[CH:20]=3)[C:15]([F:29])=[CH:14][N:13]=2)[CH:8]=[CH:9][CH:10]=1)=[O:4].[OH-].[Na+]. The catalyst is C1COCC1.O.C(OCC)(=O)C. The product is [C:3]([C:5]1[CH:6]=[C:7]([NH:11][C:12]2[N:17]=[C:16]([NH:18][C:19]3[CH:24]=[CH:23][CH:22]=[C:21]([C:25]([OH:27])=[O:26])[CH:20]=3)[C:15]([F:29])=[CH:14][N:13]=2)[CH:8]=[CH:9][CH:10]=1)([OH:4])=[O:2]. The yield is 0.580. (6) The reactants are C(OC([N:8]1[CH2:13][CH2:12][CH2:11][C@@H:10]([C:14]([NH:16][NH:17][C:18]([C@H:20]2[CH2:26][CH2:25][C@@H:24]3[CH2:27][N:21]2[C:22](=[O:33])[N:23]3[O:28][S:29]([OH:32])(=[O:31])=[O:30])=[O:19])=[O:15])[CH2:9]1)=O)(C)(C)C.FC(F)(F)C(O)=O. The catalyst is ClCCl. The product is [NH:8]1[CH2:13][CH2:12][CH2:11][C@@H:10]([C:14]([NH:16][NH:17][C:18]([C@H:20]2[CH2:26][CH2:25][C@@H:24]3[CH2:27][N:21]2[C:22](=[O:33])[N:23]3[O:28][S:29](=[O:30])(=[O:31])[OH:32])=[O:19])=[O:15])[CH2:9]1. The yield is 0.790. (7) The reactants are [F:1][C:2]1[CH:15]=[CH:14][C:13]([F:16])=[CH:12][C:3]=1[O:4][C:5]1[CH:11]=[CH:10][C:8](N)=[CH:7][CH:6]=1.Cl.N([O-])=O.[Na+].[Na+].[I-:23]. The catalyst is O. The product is [F:1][C:2]1[CH:15]=[CH:14][C:13]([F:16])=[CH:12][C:3]=1[O:4][C:5]1[CH:11]=[CH:10][C:8]([I:23])=[CH:7][CH:6]=1. The yield is 0.780. (8) The reactants are [C:1]([O:5][C:6]([N:8]1[C:16]2[C:11](=[CH:12][CH:13]=[C:14]([OH:17])[CH:15]=2)[CH:10]=[CH:9]1)=[O:7])([CH3:4])([CH3:3])[CH3:2].CC(OC(/N=N/C(OC(C)C)=O)=O)C.C1(P(C2C=CC=CC=2)C2C=CC=CC=2)C=CC=CC=1.[C:51]([O:54][C@@H:55]1[C@@H:61]([O:62][C:63](=[O:65])[CH3:64])[C@H:60]([O:66][C:67](=[O:69])[CH3:68])[CH2:59][S:58][CH:56]1O)(=[O:53])[CH3:52]. The catalyst is C1COCC1. The product is [C:51]([O:54][C@@H:55]1[C@@H:61]([O:62][C:63](=[O:65])[CH3:64])[C@H:60]([O:66][C:67](=[O:69])[CH3:68])[CH2:59][S:58][C@H:56]1[O:17][C:14]1[CH:15]=[C:16]2[C:11]([CH:10]=[CH:9][N:8]2[C:6]([O:5][C:1]([CH3:4])([CH3:2])[CH3:3])=[O:7])=[CH:12][CH:13]=1)(=[O:53])[CH3:52]. The yield is 0.0300. (9) The reactants are [C:1](/[C:3](=[C:5]1/[C:6]2[CH:25]=[CH:24][CH:23]=[CH:22][C:7]=2[O:8][CH2:9][C:10]2[C:15]/1=[CH:14][CH:13]=[C:12]([C:16](OCCC)=[O:17])[N:11]=2)/[CH3:4])#[N:2].C(C1C2C=CC(C(OCCC)=O)=CC=2/C(=C\C2CC2)/OC2C=CC=CC1=2)#N.C(C1C2C=CC(C(OCCC)=O)=CC=2/C(=C/C2CC2)/OC2C=CC=CC1=2)#N. No catalyst specified. The product is [OH:17][CH2:16][C:12]1[N:11]=[C:10]2[CH2:9][O:8][C:7]3[CH:22]=[CH:23][CH:24]=[CH:25][C:6]=3/[C:5](=[C:3](\[CH3:4])/[C:1]#[N:2])/[C:15]2=[CH:14][CH:13]=1. The yield is 0.620.